This data is from Reaction yield outcomes from USPTO patents with 853,638 reactions. The task is: Predict the reaction yield, written as a fraction of the theoretical maximum amount of product (1.0 means a 100% yield; for example, 0.34 means a 34% yield). (1) The reactants are CC(C1C=C(C(C)C)C=C(C(C)C)C=1S(O[CH:20]([C:22]1([OH:45])[CH2:25][N:24]([C:26]([C:28]2[CH:33]=[CH:32][C:31]([F:34])=[C:30]([F:35])[C:29]=2[NH:36][C:37]2[CH:42]=[CH:41][C:40]([I:43])=[CH:39][C:38]=2[F:44])=[O:27])[CH2:23]1)[CH3:21])(=O)=O)C.[H-].[Na+].C(OCC)(=O)C. The catalyst is O1CCCC1. The product is [F:35][C:30]1[C:31]([F:34])=[CH:32][CH:33]=[C:28]([C:26]([N:24]2[CH2:25][C:22]3([O:45][CH:20]3[CH3:21])[CH2:23]2)=[O:27])[C:29]=1[NH:36][C:37]1[CH:42]=[CH:41][C:40]([I:43])=[CH:39][C:38]=1[F:44]. The yield is 0.990. (2) The catalyst is C1COCC1. The product is [F:1][C:2]1[CH:7]=[CH:6][C:5]([C:8]2[C:9]([C:22](=[O:23])[CH:24]([CH3:29])[CH3:25])=[C:10]3[CH:15]=[CH:14][C:13]([C:16]([F:19])([F:18])[F:17])=[CH:12][N:11]3[N:33]=2)=[CH:4][CH:3]=1. The reactants are [F:1][C:2]1[CH:7]=[CH:6][C:5]([C:8](=O)[CH2:9][C:10]2[CH:15]=[CH:14][C:13]([C:16]([F:19])([F:18])[F:17])=[CH:12][N:11]=2)=[CH:4][CH:3]=1.C[C:22]([C:24]1[CH:29]=CC(F)=C[CH:25]=1)=[O:23].ClC1C=CC(C(F)(F)F)=C[N:33]=1.[H-].[Na+]. The yield is 0.790. (3) The reactants are C([O:4][CH2:5][CH2:6][C:7]1[CH:12]=[CH:11][C:10]([NH:13][C:14]2[CH:19]=[C:18]([Cl:20])[C:17]([C:21]([F:24])([F:23])[F:22])=[CH:16][C:15]=2[NH:25][C:26](=O)[CH2:27][CH2:28][CH2:29][C:30]2[CH:35]=[CH:34][N:33]=[CH:32][CH:31]=2)=[CH:9][CH:8]=1)(=O)C.[OH-].[Na+]. The catalyst is C(O)C. The product is [Cl:20][C:18]1[C:17]([C:21]([F:24])([F:23])[F:22])=[CH:16][C:15]2[N:25]=[C:26]([CH2:27][CH2:28][CH2:29][C:30]3[CH:31]=[CH:32][N:33]=[CH:34][CH:35]=3)[N:13]([C:10]3[CH:11]=[CH:12][C:7]([CH2:6][CH2:5][OH:4])=[CH:8][CH:9]=3)[C:14]=2[CH:19]=1. The yield is 0.540.